Dataset: Cav3 T-type calcium channel HTS with 100,875 compounds. Task: Binary Classification. Given a drug SMILES string, predict its activity (active/inactive) in a high-throughput screening assay against a specified biological target. (1) The drug is O=c1n(CCC(O)=O)cnc2c1cccc2. The result is 0 (inactive). (2) The molecule is Clc1c(CC)cc(OCCCSc2[nH]c(cc(=O)n2)C)cc1. The result is 0 (inactive). (3) The molecule is o1c2c(cc(c3[nH]c4c(n3)cccc4)c1=O)ccc(N(CC)CC)c2. The result is 1 (active).